From a dataset of Reaction yield outcomes from USPTO patents with 853,638 reactions. Predict the reaction yield, written as a fraction of the theoretical maximum amount of product (1.0 means a 100% yield; for example, 0.34 means a 34% yield). (1) The reactants are [CH2:1]([N:8]1[C:16]([CH3:17])=[C:15]2[C:10]([CH:11]=[C:12]([C:18]3[CH:19]=[C:20]([CH:28]4[CH2:33][CH2:32][CH2:31][NH:30][CH2:29]4)[N:21]4[C:26]=3[C:25]([NH2:27])=[N:24][CH:23]=[N:22]4)[CH:13]=[CH:14]2)=[N:9]1)[C:2]1[CH:7]=[CH:6][CH:5]=[CH:4][CH:3]=1.[CH3:34][N:35]([CH3:40])[CH2:36][C:37](O)=[O:38].CCN=C=NCCCN(C)C.Cl.C1C=CC2N(O)N=NC=2C=1.C(N(CC)C(C)C)(C)C. The catalyst is CN(C=O)C. The product is [CH2:1]([N:8]1[C:16]([CH3:17])=[C:15]2[C:10]([CH:11]=[C:12]([C:18]3[CH:19]=[C:20]([CH:28]4[CH2:33][CH2:32][CH2:31][N:30]([C:37](=[O:38])[CH2:36][N:35]([CH3:40])[CH3:34])[CH2:29]4)[N:21]4[C:26]=3[C:25]([NH2:27])=[N:24][CH:23]=[N:22]4)[CH:13]=[CH:14]2)=[N:9]1)[C:2]1[CH:3]=[CH:4][CH:5]=[CH:6][CH:7]=1. The yield is 0.160. (2) The reactants are [CH3:1][S:2][C:3]1[N:4]=[CH:5][C:6]2[C:15](=[O:16])[N:14]([C:17]3[CH:18]=[C:19]([C:23]4[O:27][C:26](=[O:28])[NH:25][N:24]=4)[CH:20]=[CH:21][CH:22]=3)[CH2:13][C@H:12]3[N:8]([CH2:9][CH2:10][CH2:11]3)[C:7]=2[N:29]=1.C(=O)([O-])[O-].[K+].[K+].Cl[CH2:37][C:38](=[O:40])[CH3:39].O. The catalyst is CN(C=O)C. The product is [CH3:1][S:2][C:3]1[N:4]=[CH:5][C:6]2[C:15](=[O:16])[N:14]([C:17]3[CH:18]=[C:19]([C:23]4[O:27][C:26](=[O:28])[N:25]([CH2:37][C:38](=[O:40])[CH3:39])[N:24]=4)[CH:20]=[CH:21][CH:22]=3)[CH2:13][C@H:12]3[N:8]([CH2:9][CH2:10][CH2:11]3)[C:7]=2[N:29]=1. The yield is 0.910. (3) The reactants are [NH2:1][C@H:2]1[CH2:6][CH2:5][CH2:4][C@H:3]1[NH:7][C:8]1[N:9]=[CH:10][C:11]2[CH:17]=[C:16]([C:18]3[C:23]([Cl:24])=[C:22]([O:25][CH3:26])[CH:21]=[C:20]([O:27][CH3:28])[C:19]=3[Cl:29])[C:15](=[O:30])[N:14]([CH2:31][CH3:32])[C:12]=2[N:13]=1.CCN(C(C)C)C(C)C.[C:42](Cl)(=[O:45])[CH:43]=[CH2:44]. The catalyst is ClCCl. The product is [Cl:24][C:23]1[C:22]([O:25][CH3:26])=[CH:21][C:20]([O:27][CH3:28])=[C:19]([Cl:29])[C:18]=1[C:16]1[C:15](=[O:30])[N:14]([CH2:31][CH3:32])[C:12]2[N:13]=[C:8]([NH:7][C@@H:3]3[CH2:4][CH2:5][CH2:6][C@@H:2]3[NH:1][C:42](=[O:45])[CH:43]=[CH2:44])[N:9]=[CH:10][C:11]=2[CH:17]=1. The yield is 0.650. (4) The reactants are [C:1]([C:4]1[CH:5]=[CH:6][C:7]([C:20]2[CH:25]=[CH:24][CH:23]=[CH:22][C:21]=2[F:26])=[C:8]2[C:16]=1[NH:15][C:14]1[CH:13]=[C:12]([C:17](O)=[O:18])[CH:11]=[CH:10][C:9]2=1)(=[O:3])[NH2:2].C(Cl)CCl.C1C=CC2N(O)N=NC=2C=1.CCN(C(C)C)C(C)C.[CH3:50][N:51]1[CH2:56][CH2:55][CH:54]([NH2:57])[CH2:53][CH2:52]1. The catalyst is C1COCC1.CN(C=O)C. The product is [F:26][C:21]1[CH:22]=[CH:23][CH:24]=[CH:25][C:20]=1[C:7]1[C:8]2[C:9]3[C:14](=[CH:13][C:12]([C:17]([NH:57][CH:54]4[CH2:55][CH2:56][N:51]([CH3:50])[CH2:52][CH2:53]4)=[O:18])=[CH:11][CH:10]=3)[NH:15][C:16]=2[C:4]([C:1]([NH2:2])=[O:3])=[CH:5][CH:6]=1. The yield is 0.620. (5) The reactants are [H-].[Al+3].[Li+].[H-].[H-].[H-].[CH3:7][C:8]1[CH:17]=[CH:16][C:11]([C:12](OC)=[O:13])=[CH:10][N:9]=1. The catalyst is CCOCC. The product is [CH3:7][C:8]1[N:9]=[CH:10][C:11]([CH2:12][OH:13])=[CH:16][CH:17]=1. The yield is 0.850.